Dataset: Full USPTO retrosynthesis dataset with 1.9M reactions from patents (1976-2016). Task: Predict the reactants needed to synthesize the given product. (1) Given the product [Cl:1][C:2]1[CH:18]=[CH:17][CH:16]=[C:15]([F:19])[C:3]=1[C:4]([Cl:22])=[N:6][C:7]1[C:12]([F:13])=[CH:11][N:10]=[CH:9][C:8]=1[F:14], predict the reactants needed to synthesize it. The reactants are: [Cl:1][C:2]1[CH:18]=[CH:17][CH:16]=[C:15]([F:19])[C:3]=1[C:4]([NH:6][C:7]1[C:12]([F:13])=[CH:11][N:10]=[CH:9][C:8]=1[F:14])=O.S(Cl)([Cl:22])=O. (2) Given the product [CH3:1][O:2][C:3](=[O:14])[C:4]1[CH:9]=[C:8]([N+:10]([O-:12])=[O:11])[CH:7]=[C:6]([NH:13][S:22]([CH3:21])(=[O:24])=[O:23])[CH:5]=1, predict the reactants needed to synthesize it. The reactants are: [CH3:1][O:2][C:3](=[O:14])[C:4]1[CH:9]=[C:8]([N+:10]([O-:12])=[O:11])[CH:7]=[C:6]([NH2:13])[CH:5]=1.N1C=CC=CC=1.[CH3:21][S:22](Cl)(=[O:24])=[O:23].O. (3) Given the product [F:17][C:16]1[C:15]([O:18][CH3:19])=[CH:14][C:13]([O:20][CH3:21])=[C:12]([F:22])[C:11]=1[C:9]#[C:10][C:5]1[CH:4]=[N:3][C:2]([NH2:1])=[N:7][CH:6]=1, predict the reactants needed to synthesize it. The reactants are: [NH2:1][C:2]1[N:7]=[CH:6][C:5](I)=[CH:4][N:3]=1.[C:9]([C:11]1[C:12]([F:22])=[C:13]([O:20][CH3:21])[CH:14]=[C:15]([O:18][CH3:19])[C:16]=1[F:17])#[CH:10].C(N(CC)C(C)C)(C)C.